Dataset: Reaction yield outcomes from USPTO patents with 853,638 reactions. Task: Predict the reaction yield, written as a fraction of the theoretical maximum amount of product (1.0 means a 100% yield; for example, 0.34 means a 34% yield). (1) The reactants are [CH2:1]([N:8]1[C:14](=[O:15])[C:13]2[C:16]([Br:26])=[C:17]([CH:20]([OH:25])[C:21]([O:23][CH3:24])=[O:22])[CH:18]=[CH:19][C:12]=2[O:11][CH2:10][CH2:9]1)[C:2]1[CH:7]=[CH:6][CH:5]=[CH:4][CH:3]=1.Cl(O)(=O)(=O)=O.C(=O)(O)[O-].[Na+]. The catalyst is C(OC(=O)C)(C)(C)C. The product is [CH2:1]([N:8]1[C:14](=[O:15])[C:13]2[C:16]([Br:26])=[C:17]([CH:20]([O:25][C:2]([CH3:7])([CH3:3])[CH3:1])[C:21]([O:23][CH3:24])=[O:22])[CH:18]=[CH:19][C:12]=2[O:11][CH2:10][CH2:9]1)[C:2]1[CH:3]=[CH:4][CH:5]=[CH:6][CH:7]=1. The yield is 0.830. (2) The product is [N:2]1[CH:7]=[CH:6][CH:5]=[CH:4][C:3]=1[N:8]([CH2:33][CH2:34][C:35]([O:37][CH2:38][CH3:39])=[O:36])[C:9]([C:11]1[CH:32]=[CH:31][C:14]2[N:15]([CH3:30])[C:16]([CH2:18][N:19]([C:21]3[CH:26]=[CH:25][C:24]([C:27](=[NH:28])[NH:29][C:41]([O:43][CH2:44][CH2:45][CH2:46][CH2:47][CH2:48][CH2:49][CH2:50][CH3:51])=[O:42])=[CH:23][CH:22]=3)[CH3:20])=[N:17][C:13]=2[CH:12]=1)=[O:10]. The yield is 0.360. The reactants are Cl.[N:2]1[CH:7]=[CH:6][CH:5]=[CH:4][C:3]=1[N:8]([CH2:33][CH2:34][C:35]([O:37][CH2:38][CH3:39])=[O:36])[C:9]([C:11]1[CH:32]=[CH:31][C:14]2[N:15]([CH3:30])[C:16]([CH2:18][N:19]([C:21]3[CH:26]=[CH:25][C:24]([C:27](=[NH:29])[NH2:28])=[CH:23][CH:22]=3)[CH3:20])=[N:17][C:13]=2[CH:12]=1)=[O:10].Cl[C:41]([O:43][CH2:44][CH2:45][CH2:46][CH2:47][CH2:48][CH2:49][CH2:50][CH3:51])=[O:42]. No catalyst specified. (3) The reactants are [I:1][C:2]1[CH:7]=[C:6]([N+:8]([O-:10])=[O:9])[CH:5]=[C:4]([N+]([O-])=O)[CH:3]=1.[CH3:14][O-:15].[Na+].O. The catalyst is CO. The product is [I:1][C:2]1[CH:7]=[C:6]([N+:8]([O-:10])=[O:9])[CH:5]=[C:4]([O:15][CH3:14])[CH:3]=1. The yield is 0.990. (4) The reactants are [Cl:1][C:2]1[C:3]([C:14]([F:17])([F:16])[F:15])=[N:4][N:5]([CH:8]([CH2:12][CH3:13])[C:9]([OH:11])=O)[C:6]=1[CH3:7].[F:18][C:19]1[CH:24]=[CH:23][C:22]([N:25]2[C:33]3[CH2:32][CH2:31][CH2:30][NH:29][C:28]=3[CH:27]=[N:26]2)=[CH:21][CH:20]=1. No catalyst specified. The product is [Cl:1][C:2]1[C:3]([C:14]([F:17])([F:16])[F:15])=[N:4][N:5]([CH:8]([CH2:12][CH3:13])[C:9]([N:29]2[CH2:30][CH2:31][CH2:32][C:33]3[N:25]([C:22]4[CH:23]=[CH:24][C:19]([F:18])=[CH:20][CH:21]=4)[N:26]=[CH:27][C:28]2=3)=[O:11])[C:6]=1[CH3:7]. The yield is 0.690. (5) The reactants are [C:1]([N:8]1[CH2:13][CH2:12][CH:11]([OH:14])[CH2:10][CH2:9]1)([O:3][C:4]([CH3:7])([CH3:6])[CH3:5])=[O:2].[H-].[Na+].[O:17]1[CH2:21][CH2:20][CH2:19][CH2:18]1. No catalyst specified. The product is [CH2:21]([O:17][C:9]1[N:8]=[C:13]([O:14][CH:11]2[CH2:12][CH2:13][N:8]([C:1]([O:3][C:4]([CH3:7])([CH3:6])[CH3:5])=[O:2])[CH2:9][CH2:10]2)[CH:12]=[CH:11][CH:10]=1)[C:20]1[CH:6]=[CH:4][CH:5]=[CH:18][CH:19]=1. The yield is 0.490. (6) The reactants are Br[CH2:2][C:3]([C:5]1[C:10]([CH3:11])=[CH:9][C:8]([O:12][CH2:13][CH2:14][CH2:15][O:16][CH3:17])=[CH:7][C:6]=1[CH3:18])=O.[NH2:19][C:20]([NH2:22])=[S:21]. The catalyst is CCO. The product is [CH3:17][O:16][CH2:15][CH2:14][CH2:13][O:12][C:8]1[CH:9]=[C:10]([CH3:11])[C:5]([C:3]2[N:19]=[C:20]([NH2:22])[S:21][CH:2]=2)=[C:6]([CH3:18])[CH:7]=1. The yield is 0.710. (7) The reactants are [CH3:1][O:2][C:3]1[CH:42]=[C:41]([O:43][CH3:44])[CH:40]=[CH:39][C:4]=1[CH2:5][N:6]([C:33]1[CH:38]=[CH:37][N:36]=[CH:35][N:34]=1)[S:7]([C:10]1[C:11]([F:32])=[CH:12][C:13]([O:20][C@H:21]2[CH2:25][CH2:24][CH2:23][C@@H:22]2[C:26]2[N:30]([CH3:31])[N:29]=[CH:28][CH:27]=2)=[C:14]([CH:19]=1)[C:15]([O:17]C)=O)(=[O:9])=[O:8].[OH-].[Na+].Cl.C[N:49]1CCOCC1.ClC(OCC(C)C)=O.O.N. The catalyst is C1COCC1. The product is [CH3:1][O:2][C:3]1[CH:42]=[C:41]([O:43][CH3:44])[CH:40]=[CH:39][C:4]=1[CH2:5][N:6]([C:33]1[CH:38]=[CH:37][N:36]=[CH:35][N:34]=1)[S:7]([C:10]1[C:11]([F:32])=[CH:12][C:13]([O:20][C@H:21]2[CH2:25][CH2:24][CH2:23][C@@H:22]2[C:26]2[N:30]([CH3:31])[N:29]=[CH:28][CH:27]=2)=[C:14]([CH:19]=1)[C:15]([NH2:49])=[O:17])(=[O:8])=[O:9]. The yield is 0.860. (8) The product is [F:49][CH:14]([F:13])[O:15][C:16]1[CH:21]=[CH:20][CH:19]=[CH:18][C:17]=1[CH2:22][C:23]1[N:27]2[CH:28]=[C:29]([C:32]3[CH:33]=[N:34][C:35]([C:38]45[CH2:7][CH:43]4[CH2:42][CH:41]([C:44]([O:46][CH3:47])=[O:45])[CH2:40][CH2:39]5)=[N:36][CH:37]=3)[CH:30]=[CH:31][C:26]2=[N:25][C:24]=1[CH3:48]. The catalyst is CS(C)=O.C(Cl)Cl. The yield is 0.370. The reactants are [I-].C[S+](C)(C)=O.[CH3:7]C(C)([O-])C.[K+].[F:13][CH:14]([F:49])[O:15][C:16]1[CH:21]=[CH:20][CH:19]=[CH:18][C:17]=1[CH2:22][C:23]1[N:27]2[CH:28]=[C:29]([C:32]3[CH:33]=[N:34][C:35]([C:38]4[CH2:43][CH2:42][CH:41]([C:44]([O:46][CH3:47])=[O:45])[CH2:40][CH:39]=4)=[N:36][CH:37]=3)[CH:30]=[CH:31][C:26]2=[N:25][C:24]=1[CH3:48]. (9) The reactants are [Cl:1][C:2]1[N:3]=[CH:4][NH:5][CH:6]=1.Cl[C:8]1[CH:13]=[CH:12][C:11]([N+:14]([O-:16])=[O:15])=[CH:10][N:9]=1.C(=O)([O-])[O-].[K+].[K+].C(#N)C. The catalyst is O. The product is [Cl:1][C:2]1[N:3]=[CH:4][N:5]([C:8]2[CH:13]=[CH:12][C:11]([N+:14]([O-:16])=[O:15])=[CH:10][N:9]=2)[CH:6]=1. The yield is 0.680.